This data is from Forward reaction prediction with 1.9M reactions from USPTO patents (1976-2016). The task is: Predict the product of the given reaction. Given the reactants C(O[C:4]([C:6]1[S:10][C:9]([N:11]2[C:15]3[CH:16]=[C:17]([O:22][CH3:23])[C:18]([O:20][CH3:21])=[CH:19][C:14]=3[N:13]=[CH:12]2)=[N:8][C:7]=1[C:24]1[CH:29]=[CH:28][CH:27]=[CH:26][CH:25]=1)=[O:5])C.[CH:30]1([NH2:33])[CH2:32][CH2:31]1, predict the reaction product. The product is: [CH:30]1([NH:33][C:4]([C:6]2[S:10][C:9]([N:11]3[C:15]4[CH:16]=[C:17]([O:22][CH3:23])[C:18]([O:20][CH3:21])=[CH:19][C:14]=4[N:13]=[CH:12]3)=[N:8][C:7]=2[C:24]2[CH:25]=[CH:26][CH:27]=[CH:28][CH:29]=2)=[O:5])[CH2:32][CH2:31]1.